This data is from Reaction yield outcomes from USPTO patents with 853,638 reactions. The task is: Predict the reaction yield, written as a fraction of the theoretical maximum amount of product (1.0 means a 100% yield; for example, 0.34 means a 34% yield). (1) The reactants are [Br:1][C:2]1[C:10](C)=[CH:9][C:8]([O:12][CH3:13])=[CH:7][C:3]=1[C:4](O)=O.C1C=CC(P(N=[N+]=[N-])(C2C=CC=CC=2)=[O:21])=CC=1.C([N:34]([CH:37](C)C)CC)(C)C.[C:40]([OH:44])([CH3:43])([CH3:42])[CH3:41]. No catalyst specified. The product is [C:40]([O:44][C:37](=[O:21])[NH:34][C:10]1[CH:9]=[C:8]([O:12][CH3:13])[CH:7]=[C:3]([CH3:4])[C:2]=1[Br:1])([CH3:43])([CH3:42])[CH3:41]. The yield is 0.700. (2) The reactants are [CH2:1]([O:8][CH2:9][CH2:10][C@H:11]([NH:25][C:26]([O:28][C:29]([CH3:32])([CH3:31])[CH3:30])=[O:27])[C:12]([NH:14][N:15]1[CH:19]=[CH:18][C:17]([Br:20])=[C:16]1[C:21]([O:23]C)=O)=[O:13])[C:2]1[CH:7]=[CH:6][CH:5]=[CH:4][CH:3]=1.[F:33][C:34]1[CH:35]=[C:36]([CH:38]=[C:39]([F:41])[CH:40]=1)[NH2:37]. No catalyst specified. The product is [CH2:1]([O:8][CH2:9][CH2:10][C@H:11]([NH:25][C:26](=[O:27])[O:28][C:29]([CH3:30])([CH3:32])[CH3:31])[C:12]([NH:14][N:15]1[CH:19]=[CH:18][C:17]([Br:20])=[C:16]1[C:21](=[O:23])[NH:37][C:36]1[CH:35]=[C:34]([F:33])[CH:40]=[C:39]([F:41])[CH:38]=1)=[O:13])[C:2]1[CH:7]=[CH:6][CH:5]=[CH:4][CH:3]=1. The yield is 0.660. (3) The reactants are Br[C:2]1[S:6][C:5]([CH:7]=[O:8])=[CH:4][CH:3]=1.[F:9][C:10]([F:19])([F:18])[C:11]1[CH:16]=[CH:15][C:14]([OH:17])=[CH:13][CH:12]=1.C(=O)([O-])[O-].[K+].[K+].Cl. The catalyst is CN(C)C=O. The product is [F:9][C:10]([F:18])([F:19])[C:11]1[CH:16]=[CH:15][C:14]([O:17][C:2]2[S:6][C:5]([CH:7]=[O:8])=[CH:4][CH:3]=2)=[CH:13][CH:12]=1. The yield is 0.290. (4) The reactants are [OH:1][C:2]1[C:3]([C:18]([NH:20][CH2:21][C:22]([O:24]CC)=[O:23])=[O:19])=[C:4]2[C:9](=[CH:10][CH:11]=1)[N:8]=[C:7]([C:12]1[CH:17]=[CH:16][CH:15]=[CH:14][CH:13]=1)[CH:6]=[N:5]2.[OH-].[Na+]. The catalyst is CO.O1CCCC1. The product is [OH:1][C:2]1[C:3]([C:18]([NH:20][CH2:21][C:22]([OH:24])=[O:23])=[O:19])=[C:4]2[C:9](=[CH:10][CH:11]=1)[N:8]=[C:7]([C:12]1[CH:17]=[CH:16][CH:15]=[CH:14][CH:13]=1)[CH:6]=[N:5]2. The yield is 0.940.